This data is from Catalyst prediction with 721,799 reactions and 888 catalyst types from USPTO. The task is: Predict which catalyst facilitates the given reaction. (1) Reactant: [Cl:1][C:2]1[C:7]([C:8]#[N:9])=[CH:6][C:5]([F:10])=[C:4]([Cl:11])[N:3]=1.O.[C:13]([OH:25])(=[O:24])[CH2:14][C:15]([CH2:20][C:21]([OH:23])=[O:22])([C:17]([OH:19])=[O:18])[OH:16]. Product: [Cl:1][C:2]1[C:7]([C:8]#[N:9])=[CH:6][C:5]([F:10])=[C:4]([Cl:11])[N:3]=1.[C:13]([O-:25])(=[O:24])[CH2:14][C:15]([CH2:20][C:21]([O-:23])=[O:22])([C:17]([O-:19])=[O:18])[OH:16]. The catalyst class is: 88. (2) Reactant: [C:1]1(=[O:11])[C:9]2[C:4](=[CH:5][CH:6]=[CH:7][CH:8]=2)[C:3](=[O:10])[NH:2]1.[F:12][C:13]1[CH:18]=[CH:17][C:16]([C:19]2[N:20]=[CH:21][NH:22][CH:23]=2)=[CH:15][N:14]=1.C(=O)([O-])[O-].[K+].[K+].BrCCCCN1[C:39](=O)[C:38]2=CC=[CH:43][CH:44]=[C:37]2C1=O. Product: [F:12][C:13]1[N:14]=[CH:15][C:16]([C:19]2[N:20]=[CH:21][N:22]([CH2:43][CH2:44][CH2:37][CH2:38][CH2:39][N:2]3[C:3](=[O:10])[C:4]4[C:9](=[CH:8][CH:7]=[CH:6][CH:5]=4)[C:1]3=[O:11])[CH:23]=2)=[CH:17][CH:18]=1. The catalyst class is: 3. (3) Reactant: [H-].[Na+].[Cl:3][C:4]1[C:5]2[CH:14]=[CH:13][NH:12][C:6]=2[N:7]=[C:8]([S:10][CH3:11])[N:9]=1.[CH3:15][Si:16]([CH3:23])([CH3:22])[CH2:17][CH2:18][O:19][CH2:20]Cl. Product: [Cl:3][C:4]1[C:5]2[CH:14]=[CH:13][N:12]([CH2:20][O:19][CH2:18][CH2:17][Si:16]([CH3:23])([CH3:22])[CH3:15])[C:6]=2[N:7]=[C:8]([S:10][CH3:11])[N:9]=1. The catalyst class is: 3. (4) Reactant: [CH:1]1([C:4]2[N:8]=[C:7]([C:9]3[NH:10][C:11]4[C:16]([C:17]=3[CH:18]=[O:19])=[CH:15][C:14]([O:20][CH3:21])=[CH:13][CH:12]=4)[O:6][N:5]=2)[CH2:3][CH2:2]1.[H-].[Na+].Cl[CH2:25][CH2:26][N:27]1[CH2:32][CH2:31][N:30]([CH3:33])[CH2:29][CH2:28]1. Product: [CH:1]1([C:4]2[N:8]=[C:7]([C:9]3[N:10]([CH2:25][CH2:26][N:27]4[CH2:32][CH2:31][N:30]([CH3:33])[CH2:29][CH2:28]4)[C:11]4[C:16]([C:17]=3[CH:18]=[O:19])=[CH:15][C:14]([O:20][CH3:21])=[CH:13][CH:12]=4)[O:6][N:5]=2)[CH2:2][CH2:3]1. The catalyst class is: 31. (5) Reactant: Cl[O-].[Na+].[CH2:4]([O:11][C:12]1[CH:13]=[C:14](/[CH:18]=[N:19]/[OH:20])[CH:15]=[CH:16][CH:17]=1)[C:5]1[CH:10]=[CH:9][CH:8]=[CH:7][CH:6]=1.[CH2:21]=[C:22]([CH2:27][C:28]([O:30]C)=[O:29])[C:23]([O:25]C)=[O:24].[OH-].[Na+]. Product: [CH2:4]([O:11][C:12]1[CH:13]=[C:14]([C:18]2[CH2:21][C:22]([CH2:27][C:28]([OH:30])=[O:29])([C:23]([OH:25])=[O:24])[O:20][N:19]=2)[CH:15]=[CH:16][CH:17]=1)[C:5]1[CH:6]=[CH:7][CH:8]=[CH:9][CH:10]=1. The catalyst class is: 36. (6) Reactant: [F:1][C:2]([F:18])([F:17])[C:3]([C:5]1[C:13]2[C:8](=[CH:9][C:10]([N+:14]([O-:16])=[O:15])=[CH:11][CH:12]=2)[NH:7][CH:6]=1)=[O:4].[C:19]([Mg]Br)#[CH:20].[CH3:23][O:24][CH2:25]Cl.[Cl-].[NH4+]. Product: [CH2:5]([N:7]1[C:8]2[C:13](=[CH:12][CH:11]=[C:10]([N+:14]([O-:16])=[O:15])[CH:9]=2)[C:5]([C:3]([O:4][CH2:23][O:24][CH3:25])([C:2]([F:1])([F:17])[F:18])[C:19]#[CH:20])=[CH:6]1)[C:13]1[CH:8]=[CH:9][CH:10]=[CH:11][CH:12]=1. The catalyst class is: 7. (7) Reactant: [CH2:1]([O:3][C:4]([C:6]1[C:11](Br)=[CH:10][CH:9]=[C:8]([CH3:13])[N:7]=1)=[O:5])[CH3:2].[NH2:14][C:15]1[N:19]([CH3:20])[N:18]=[C:17]([CH3:21])[CH:16]=1. Product: [CH2:1]([O:3][C:4]([C:6]1[C:11]([NH:14][C:15]2[N:19]([CH3:20])[N:18]=[C:17]([CH3:21])[CH:16]=2)=[CH:10][CH:9]=[C:8]([CH3:13])[N:7]=1)=[O:5])[CH3:2]. The catalyst class is: 45.